Dataset: Full USPTO retrosynthesis dataset with 1.9M reactions from patents (1976-2016). Task: Predict the reactants needed to synthesize the given product. (1) Given the product [CH3:11][C:12]1[CH:19]=[CH:18][C:15]([CH2:16][N:1]2[CH:5]=[C:4]([C:6]([O:8][CH2:9][CH3:10])=[O:7])[CH:3]=[N:2]2)=[CH:14][CH:13]=1, predict the reactants needed to synthesize it. The reactants are: [NH:1]1[CH:5]=[C:4]([C:6]([O:8][CH2:9][CH3:10])=[O:7])[CH:3]=[N:2]1.[CH3:11][C:12]1[CH:19]=[CH:18][C:15]([CH2:16]Br)=[CH:14][CH:13]=1.C1CN2C(=NCCC2)NC1. (2) The reactants are: [C:1]([Si:5]([CH3:18])([CH3:17])[O:6][C:7]1[CH:8]=[C:9]2[C:14](=[CH:15][CH:16]=1)[NH:13][CH2:12][CH2:11][CH2:10]2)([CH3:4])([CH3:3])[CH3:2].I[C:20]1[CH:25]=[CH:24][CH:23]=[CH:22][CH:21]=1.C1C=CC(P(C2C(C3C(P(C4C=CC=CC=4)C4C=CC=CC=4)=CC=C4C=3C=CC=C4)=C3C(C=CC=C3)=CC=2)C2C=CC=CC=2)=CC=1.C([O-])([O-])=O.[Cs+].[Cs+]. Given the product [C:1]([Si:5]([CH3:18])([CH3:17])[O:6][C:7]1[CH:8]=[C:9]2[C:14](=[CH:15][CH:16]=1)[N:13]([C:20]1[CH:25]=[CH:24][CH:23]=[CH:22][CH:21]=1)[CH2:12][CH2:11][CH2:10]2)([CH3:4])([CH3:3])[CH3:2], predict the reactants needed to synthesize it. (3) The reactants are: [CH:1]12[CH2:8][CH2:7][CH:4]([CH2:5][CH2:6]1)[CH2:3][CH:2]2[OH:9]. Given the product [CH:1]12[CH2:8][CH2:7][CH:4]([CH2:5][CH2:6]1)[CH2:3][C:2]2=[O:9], predict the reactants needed to synthesize it. (4) Given the product [CH3:1][O:2][C:3]1[CH:4]=[C:5]([C:11]2[C:12]([CH2:18][CH3:19])([CH3:17])[C:13](=[O:16])[N:14]([CH:31]3[CH2:36][CH2:35][NH:34][CH2:33][CH2:32]3)[N:15]=2)[CH:6]=[CH:7][C:8]=1[O:9][CH3:10], predict the reactants needed to synthesize it. The reactants are: [CH3:1][O:2][C:3]1[CH:4]=[C:5]([C:11]2[C:12]([CH2:18][CH3:19])([CH3:17])[C:13](=[O:16])[NH:14][N:15]=2)[CH:6]=[CH:7][C:8]=1[O:9][CH3:10].CC1C=CC(S(O[CH:31]2[CH2:36][CH2:35][N:34](C(OC(C)(C)C)=O)[CH2:33][CH2:32]2)(=O)=O)=CC=1. (5) Given the product [N+:27]([C:20]1[C:19]([NH:5][C:4]2[CH:6]=[C:7]([CH3:10])[C:8]([CH3:9])=[C:2]([CH3:1])[CH:3]=2)=[CH:26][CH:25]=[CH:24][C:21]=1[C:22]#[N:23])([O-:29])=[O:28], predict the reactants needed to synthesize it. The reactants are: [CH3:1][C:2]1[CH:3]=[C:4]([CH:6]=[C:7]([CH3:10])[C:8]=1[CH3:9])[NH2:5].C1COCC1.[H-].[Na+].F[C:19]1[C:20]([N+:27]([O-:29])=[O:28])=[C:21]([CH:24]=[CH:25][CH:26]=1)[C:22]#[N:23].